This data is from Forward reaction prediction with 1.9M reactions from USPTO patents (1976-2016). The task is: Predict the product of the given reaction. (1) Given the reactants C(OC([N:8]1[CH2:13][CH2:12][N:11]([C:14]2[CH:19]=[CH:18][CH:17]=[CH:16][C:15]=2[CH:20]2[CH2:25][CH2:24][C:23](C)(C)[CH2:22][CH2:21]2)[CH2:10][CH2:9]1)=O)(C)(C)C.F[C:29](F)(F)[C:30](O)=O.ClCCl.C(=O)([O-])[O-].[K+].[K+].[C:44](OCC)(=O)[CH3:45], predict the reaction product. The product is: [CH2:44]([C:23]1([CH2:29][CH3:30])[CH2:22][CH2:21][CH:20]([C:15]2[CH:16]=[CH:17][CH:18]=[CH:19][C:14]=2[N:11]2[CH2:10][CH2:9][NH:8][CH2:13][CH2:12]2)[CH2:25][CH2:24]1)[CH3:45]. (2) Given the reactants [OH:1][C:2]1[CH:29]=[CH:28][C:5]2[CH2:6][C@@H:7]([CH2:23][C:24]([O:26][CH3:27])=[O:25])[C:8](=[O:22])[N:9]([CH2:11][C:12]3[CH:17]=[CH:16][C:15]([C:18]([F:21])([F:20])[F:19])=[CH:14][CH:13]=3)[CH2:10][C:4]=2[CH:3]=1.C1C=CC(P(C2C=CC=CC=2)C2C=CC=CC=2)=CC=1.[N+:49]([C:52]1[CH:66]=[CH:65][C:55]([CH2:56][O:57][C:58]([NH:60][CH2:61][CH2:62][CH2:63]O)=[O:59])=[CH:54][CH:53]=1)([O-:51])=[O:50].CCOC(/N=N/C(OCC)=O)=O, predict the reaction product. The product is: [N+:49]([C:52]1[CH:66]=[CH:65][C:55]([CH2:56][O:57][C:58]([NH:60][CH2:61][CH2:62][CH2:63][O:1][C:2]2[CH:29]=[CH:28][C:5]3[CH2:6][C@@H:7]([CH2:23][C:24]([O:26][CH3:27])=[O:25])[C:8](=[O:22])[N:9]([CH2:11][C:12]4[CH:13]=[CH:14][C:15]([C:18]([F:21])([F:19])[F:20])=[CH:16][CH:17]=4)[CH2:10][C:4]=3[CH:3]=2)=[O:59])=[CH:54][CH:53]=1)([O-:51])=[O:50]. (3) Given the reactants [C:1]([C:5]1[C:9]([C:10]2[CH:20]=[CH:19][C:13]([C:14]([N:16]([CH3:18])[CH3:17])=[O:15])=[CH:12][CH:11]=2)=[C:8]([OH:21])[N:7]([CH3:22])[N:6]=1)([CH3:4])([CH3:3])[CH3:2].[OH:23][NH:24]S(C1C=CC=CC=1S(C)(=O)=O)(=O)=O.C(=O)([O-])[O-].[K+].[K+].C(CN(CC(O)=O)CCN(CCN(CC(O)=O)CC(O)=O)CC(O)=O)(O)=O, predict the reaction product. The product is: [C:1]([C:5]1[C:9]([C:10]2[CH:20]=[CH:19][C:13]([C:14]([N:16]([CH3:18])[CH3:17])=[O:15])=[CH:12][CH:11]=2)([NH:24][OH:23])[C:8](=[O:21])[N:7]([CH3:22])[N:6]=1)([CH3:4])([CH3:2])[CH3:3]. (4) Given the reactants [C:1]([C:5]1[CH:10]=[CH:9][C:8]([N+:11]([O-:13])=[O:12])=[CH:7][C:6]=1[OH:14])([CH3:4])([CH3:3])[CH3:2].C([O-])([O-])=O.[K+].[K+].CC(C)=O.Cl.Cl[CH2:27][CH2:28][N:29]1[CH2:34][CH2:33][CH2:32][CH2:31][CH2:30]1, predict the reaction product. The product is: [C:1]([C:5]1[CH:10]=[CH:9][C:8]([N+:11]([O-:13])=[O:12])=[CH:7][C:6]=1[O:14][CH2:27][CH2:28][N:29]1[CH2:34][CH2:33][CH2:32][CH2:31][CH2:30]1)([CH3:4])([CH3:2])[CH3:3]. (5) Given the reactants [N:1]1[CH:6]=[CH:5][CH:4]=[CH:3][C:2]=1[C:7]1[N:8]=[C:9]([CH2:12][C:13]#[N:14])[NH:10][N:11]=1.C([O:17][C:18](=O)[CH:19]([C:24](=O)[CH3:25])[CH2:20][CH2:21][CH2:22][CH3:23])C.C([O-])(=O)C.[NH4+].O, predict the reaction product. The product is: [CH2:20]([C:19]1[C:24]([CH3:25])=[C:12]([C:13]#[N:14])[C:9]2[N:10]([N:11]=[C:7]([C:2]3[CH:3]=[CH:4][CH:5]=[CH:6][N:1]=3)[N:8]=2)[C:18]=1[OH:17])[CH2:21][CH2:22][CH3:23]. (6) The product is: [ClH:29].[ClH:29].[CH3:1][N:2]([CH3:28])[CH2:3][CH2:4][N:5]1[C:9]2[CH:10]=[CH:11][C:12]([S:14]([C@H:17]3[CH2:21][CH2:20][N:19]([CH3:22])[CH2:18]3)(=[O:15])=[O:16])=[CH:13][C:8]=2[N:7]=[C:6]1[CH2:23][C:24]([CH3:26])([CH3:25])[CH3:27]. Given the reactants [CH3:1][N:2]([CH3:28])[CH2:3][CH2:4][N:5]1[C:9]2[CH:10]=[CH:11][C:12]([S:14]([C@H:17]3[CH2:21][CH2:20][N:19]([CH3:22])[CH2:18]3)(=[O:16])=[O:15])=[CH:13][C:8]=2[N:7]=[C:6]1[CH2:23][C:24]([CH3:27])([CH3:26])[CH3:25].[ClH:29].C(OCC)(=O)C, predict the reaction product. (7) Given the reactants Cl[C:2]1[CH:7]=[C:6]([CH:8]2[CH2:13][CH2:12][N:11]([CH:14]3[CH2:17][O:16][CH2:15]3)[CH2:10][CH2:9]2)[CH:5]=[C:4]([N:18]2[CH2:21][CH:20]([O:22][CH3:23])[CH2:19]2)[N:3]=1.CC1(C)C(C)(C)OB([C:32]2[CH:33]=[C:34]([C:39]([F:42])([F:41])[F:40])[C:35]([NH2:38])=[N:36][CH:37]=2)O1.C(=O)([O-])[O-].[Cs+].[Cs+], predict the reaction product. The product is: [CH3:23][O:22][CH:20]1[CH2:21][N:18]([C:4]2[N:3]=[C:2]([C:32]3[CH:37]=[N:36][C:35]([NH2:38])=[C:34]([C:39]([F:42])([F:41])[F:40])[CH:33]=3)[CH:7]=[C:6]([CH:8]3[CH2:13][CH2:12][N:11]([CH:14]4[CH2:17][O:16][CH2:15]4)[CH2:10][CH2:9]3)[CH:5]=2)[CH2:19]1. (8) Given the reactants [CH2:1]([C:3]1[CH:8]=[C:7]([C:9]2[N:13]=[C:12]([C:14]3[CH:19]=[C:18]([CH3:20])[N:17]=[C:16]([CH2:21][CH3:22])[CH:15]=3)[O:11][N:10]=2)[CH:6]=[C:5]([CH3:23])[C:4]=1[CH2:24][CH2:25][C:26]([OH:28])=O)[CH3:2].C[CH2:30][N:31](C(C)C)C(C)C.C1CN([P+](ON2N=NC3C=CC=CC2=3)(N2CCCC2)N2CCCC2)CC1.F[P-](F)(F)(F)(F)F.CN, predict the reaction product. The product is: [CH2:1]([C:3]1[CH:8]=[C:7]([C:9]2[N:13]=[C:12]([C:14]3[CH:19]=[C:18]([CH3:20])[N:17]=[C:16]([CH2:21][CH3:22])[CH:15]=3)[O:11][N:10]=2)[CH:6]=[C:5]([CH3:23])[C:4]=1[CH2:24][CH2:25][C:26]([NH:31][CH3:30])=[O:28])[CH3:2].